From a dataset of Reaction yield outcomes from USPTO patents with 853,638 reactions. Predict the reaction yield, written as a fraction of the theoretical maximum amount of product (1.0 means a 100% yield; for example, 0.34 means a 34% yield). (1) The reactants are [OH-:1].[Na+].[ClH:3].C(C1[S:7][C:8]2[CH2:9][CH2:10][C:11]3[CH:26]=[CH:25][CH:24]=[CH:23][C:12]=3[C:13](=[C:16]3[CH2:21][CH2:20][N:19]([CH3:22])[CH2:18][CH2:17]3)[C:14]=2[CH:15]=1)#N.[CH2:27]([OH:29])[CH3:28]. No catalyst specified. The product is [ClH:3].[CH3:22][N:19]1[CH2:20][CH2:21][C:16](=[C:13]2[C:12]3[CH:23]=[CH:24][CH:25]=[CH:26][C:11]=3[CH2:10][CH2:9][C:8]3[S:7][C:28]([C:27]([OH:1])=[O:29])=[CH:15][C:14]2=3)[CH2:17][CH2:18]1. The yield is 0.670. (2) The reactants are B(Br)(Br)Br.[F:5][C:6]1[CH:7]=[C:8]([CH:27]=[CH:28][C:29]=1[F:30])[C:9]([N:11]1[C:19]2[C:14](=[CH:15][C:16]([O:20]C)=[CH:17][CH:18]=2)[C:13]([CH2:22][C:23]([OH:25])=[O:24])=[C:12]1[CH3:26])=[O:10]. The catalyst is ClCCl. The product is [F:5][C:6]1[CH:7]=[C:8]([CH:27]=[CH:28][C:29]=1[F:30])[C:9]([N:11]1[C:19]2[C:14](=[CH:15][C:16]([OH:20])=[CH:17][CH:18]=2)[C:13]([CH2:22][C:23]([OH:25])=[O:24])=[C:12]1[CH3:26])=[O:10]. The yield is 0.980. (3) The reactants are C(P(CCCC)CCCC)CCC.[CH3:14][O:15][CH2:16][CH2:17]O.O1CCCC1.[F:24][C:25]1[CH:54]=[C:53]([F:55])[CH:52]=[CH:51][C:26]=1[O:27][C:28]1[CH:33]=[CH:32][C:31]([NH:34][S:35]([CH2:38][CH3:39])(=[O:37])=[O:36])=[CH:30][C:29]=1[C:40]1[C:41]2[CH:50]=[CH:49][NH:48][C:42]=2[C:43](=[O:47])[N:44]([CH3:46])[CH:45]=1. The catalyst is C1(C)C=CC=CC=1. The product is [F:24][C:25]1[CH:54]=[C:53]([F:55])[CH:52]=[CH:51][C:26]=1[O:27][C:28]1[CH:33]=[CH:32][C:31]([N:34]([CH2:17][CH2:16][O:15][CH3:14])[S:35]([CH2:38][CH3:39])(=[O:37])=[O:36])=[CH:30][C:29]=1[C:40]1[C:41]2[CH:50]=[CH:49][NH:48][C:42]=2[C:43](=[O:47])[N:44]([CH3:46])[CH:45]=1. The yield is 0.0424. (4) The reactants are [F:1][C:2]1[CH:7]=[C:6]([I:8])[CH:5]=[CH:4][C:3]=1[NH:9][C:10]1[N:15]([CH3:16])[C:14](=[O:17])[N:13]([CH3:18])[C:12](=[O:19])[C:11]=1[C:20](OC1C=CC=CC=1)=[O:21].C1([C@@H]2[O:40][CH:39]([CH2:41][O:42][NH2:43])[CH2:38][CH2:37][O:36]2)C=CC=CC=1. No catalyst specified. The product is [OH:40][C@@H:39]([CH2:38][CH2:37][OH:36])[CH2:41][O:42][NH:43][C:20]([C:11]1[C:12](=[O:19])[N:13]([CH3:18])[C:14](=[O:17])[N:15]([CH3:16])[C:10]=1[NH:9][C:3]1[CH:4]=[CH:5][C:6]([I:8])=[CH:7][C:2]=1[F:1])=[O:21]. The yield is 0.870. (5) The yield is 0.770. The product is [Br:1][C:2]1[CH:3]=[CH:4][C:5]([NH:8][C:9](=[O:41])[C:10]2[CH:15]=[CH:14][C:13]([S:16][C:17]3[CH:18]=[CH:19][C:20]([N:23]([CH2:42][CH3:43])[CH2:24][CH2:25][CH3:26])=[CH:21][CH:22]=3)=[C:12]([NH:27][C:28]3[C:29]4[CH:37]=[CH:36][C:35]([CH:38]([CH3:40])[CH3:39])=[N:34][C:30]=4[N:31]=[CH:32][N:33]=3)[CH:11]=2)=[N:6][CH:7]=1. The catalyst is ClCCl.CO. The reactants are [Br:1][C:2]1[CH:3]=[CH:4][C:5]([NH:8][C:9](=[O:41])[C:10]2[CH:15]=[CH:14][C:13]([S:16][C:17]3[CH:22]=[CH:21][C:20]([NH:23][CH2:24][CH2:25][CH3:26])=[CH:19][CH:18]=3)=[C:12]([NH:27][C:28]3[C:29]4[CH:37]=[CH:36][C:35]([CH:38]([CH3:40])[CH3:39])=[N:34][C:30]=4[N:31]=[CH:32][N:33]=3)[CH:11]=2)=[N:6][CH:7]=1.[C:42](O[BH-](OC(=O)C)OC(=O)C)(=O)[CH3:43].[Na+].C(=O)C. (6) The reactants are Cl[Sn]Cl.[Cl:4][C:5]1[C:6]([C:11]2[CH:12]=[C:13]([C:20]3[NH:28][C:23]4=[N:24][CH:25]=[CH:26][CH:27]=[C:22]4[N:21]=3)[CH:14]=[C:15]([N+:17]([O-])=O)[CH:16]=2)=[N:7][CH:8]=[CH:9][CH:10]=1.C([O-])(O)=O.[Na+]. The catalyst is CCO. The product is [Cl:4][C:5]1[C:6]([C:11]2[CH:16]=[C:15]([CH:14]=[C:13]([C:20]3[NH:28][C:23]4=[N:24][CH:25]=[CH:26][CH:27]=[C:22]4[N:21]=3)[CH:12]=2)[NH2:17])=[N:7][CH:8]=[CH:9][CH:10]=1. The yield is 0.700. (7) The reactants are CCOCC.[CH:6]1([Mg]Cl)[CH2:11][CH2:10][CH2:9][CH2:8][CH2:7]1.[CH2:14]([O:16][C:17]([C:19]1[CH:20]=[N:21][N:22]([C:24]2[NH:33][C:32](=[O:34])[C:31]3[C:26](=[CH:27][C:28]([F:36])=[C:29](Br)[CH:30]=3)[N:25]=2)[CH:23]=1)=[O:18])[CH3:15].Cl. The catalyst is [Cl-].[Cl-].[Zn+2].C([O-])(=O)C.[Pd+2].C([O-])(=O)C.CCO.C1COCC1. The product is [CH2:14]([O:16][C:17]([C:19]1[CH:20]=[N:21][N:22]([C:24]2[NH:33][C:32](=[O:34])[C:31]3[C:26](=[CH:27][C:28]([F:36])=[C:29]([CH:6]4[CH2:11][CH2:10][CH2:9][CH2:8][CH2:7]4)[CH:30]=3)[N:25]=2)[CH:23]=1)=[O:18])[CH3:15]. The yield is 0.540. (8) The reactants are [NH2:1][C:2]1[N:6]=[CH:5][N:4]([C:7]2[CH:14]=[CH:13][C:12](/[CH:15]=[CH:16]/[CH:17]([C:22]3[CH:27]=[C:26]([Cl:28])[C:25]([Cl:29])=[C:24]([Cl:30])[CH:23]=3)[C:18]([F:21])([F:20])[F:19])=[CH:11][C:8]=2[C:9]#[N:10])[N:3]=1.[CH:31]1([C:34](Cl)=[O:35])[CH2:33][CH2:32]1. The catalyst is C(Cl)Cl. The product is [C:9]([C:8]1[CH:11]=[C:12](/[CH:15]=[CH:16]/[CH:17]([C:22]2[CH:23]=[C:24]([Cl:30])[C:25]([Cl:29])=[C:26]([Cl:28])[CH:27]=2)[C:18]([F:19])([F:20])[F:21])[CH:13]=[CH:14][C:7]=1[N:4]1[CH:5]=[N:6][C:2]([NH:1][C:34]([CH:31]2[CH2:33][CH2:32]2)=[O:35])=[N:3]1)#[N:10]. The yield is 0.340.